Dataset: Reaction yield outcomes from USPTO patents with 853,638 reactions. Task: Predict the reaction yield, written as a fraction of the theoretical maximum amount of product (1.0 means a 100% yield; for example, 0.34 means a 34% yield). (1) The reactants are [C:9](O[C:9]([O:11][C:12]([CH3:15])([CH3:14])[CH3:13])=[O:10])([O:11][C:12]([CH3:15])([CH3:14])[CH3:13])=[O:10].[CH2:16]([N:23]([CH2:40][C:41]1[CH:46]=[CH:45][CH:44]=[CH:43][CH:42]=1)[CH:24]([CH2:33][C:34]1[CH:39]=[CH:38][CH:37]=[CH:36][CH:35]=1)[C@@H:25]([C@@H:27]1[CH2:32][CH2:31][CH2:30][CH2:29][NH:28]1)[OH:26])[C:17]1[CH:22]=[CH:21][CH:20]=[CH:19][CH:18]=1.C(N(CC)CC)C. The catalyst is ClCCl. The product is [C:12]([O:11][C:9]([N:28]1[CH2:29][CH2:30][CH2:31][CH2:32][C@@H:27]1[C@@H:25]([OH:26])[C@@H:24]([N:23]([CH2:16][C:17]1[CH:18]=[CH:19][CH:20]=[CH:21][CH:22]=1)[CH2:40][C:41]1[CH:42]=[CH:43][CH:44]=[CH:45][CH:46]=1)[CH2:33][C:34]1[CH:39]=[CH:38][CH:37]=[CH:36][CH:35]=1)=[O:10])([CH3:13])([CH3:14])[CH3:15]. The yield is 0.470. (2) The product is [CH3:17][C:18]1([CH3:32])[CH2:23][O:22][B:21]([C:2]2[CH:16]=[CH:15][C:5]([O:6][CH2:7][CH:8]3[CH2:11][N:10]([C:12](=[O:14])[CH3:13])[CH2:9]3)=[CH:4][CH:3]=2)[O:20][CH2:19]1. The catalyst is O1CCOCC1.C1C=CC(P(C2C=CC=CC=2)[C-]2C=CC=C2)=CC=1.C1C=CC(P(C2C=CC=CC=2)[C-]2C=CC=C2)=CC=1.Cl[Pd]Cl.[Fe+2]. The yield is 0.800. The reactants are Br[C:2]1[CH:16]=[CH:15][C:5]([O:6][CH2:7][CH:8]2[CH2:11][N:10]([C:12](=[O:14])[CH3:13])[CH2:9]2)=[CH:4][CH:3]=1.[CH3:17][C:18]1([CH3:32])[CH2:23][O:22][B:21]([B:21]2[O:22][CH2:23][C:18]([CH3:32])([CH3:17])[CH2:19][O:20]2)[O:20][CH2:19]1.C([O-])(=O)C.[K+]. (3) The reactants are [CH3:1][S:2]([C:5]1[S:13][C:12]2[C:7](=[N:8][CH:9]=[CH:10][C:11]=2[O:14][C:15]2[CH:20]=[CH:19][C:18]([NH2:21])=[CH:17][C:16]=2[F:22])[CH:6]=1)(=[O:4])=[O:3].[C:23]1([CH2:29][C:30]([N:32]=[C:33]=[S:34])=[O:31])[CH:28]=[CH:27][CH:26]=[CH:25][CH:24]=1. The catalyst is C1COCC1.CO. The product is [CH3:1][S:2]([C:5]1[S:13][C:12]2[C:7](=[N:8][CH:9]=[CH:10][C:11]=2[O:14][C:15]2[CH:20]=[CH:19][C:18]([NH:21][C:33]([NH:32][C:30](=[O:31])[CH2:29][C:23]3[CH:24]=[CH:25][CH:26]=[CH:27][CH:28]=3)=[S:34])=[CH:17][C:16]=2[F:22])[CH:6]=1)(=[O:3])=[O:4]. The yield is 0.310. (4) The reactants are Cl[CH2:2][C:3]([NH:5][C:6]1[CH:11]=[C:10]([C:12]2[N:13]([CH2:25][CH3:26])[C:14]3[C:19]([C:20]=2[C:21]#[N:22])=[CH:18][CH:17]=[C:16]([O:23][CH3:24])[CH:15]=3)[CH:9]=[CH:8][C:7]=1[OH:27])=[O:4].C([O-])([O-])=O.[K+].[K+]. The catalyst is CN(C=O)C. The product is [CH2:25]([N:13]1[C:14]2[C:19](=[CH:18][CH:17]=[C:16]([O:23][CH3:24])[CH:15]=2)[C:20]([C:21]#[N:22])=[C:12]1[C:10]1[CH:9]=[CH:8][C:7]2[O:27][CH2:2][C:3](=[O:4])[NH:5][C:6]=2[CH:11]=1)[CH3:26]. The yield is 0.900. (5) The reactants are [F:1][C:2]1[CH:3]=[C:4]([N:9]2[CH2:13][C@H:12]([CH2:14][OH:15])[O:11][C:10]2=[O:16])[CH:5]=[CH:6][C:7]=1[I:8].C(N(CC)C(C)C)(C)C.[CH3:26][S:27](Cl)(=[O:29])=[O:28]. The product is [F:1][C:2]1[CH:3]=[C:4]([N:9]2[CH2:13][C@H:12]([CH2:14][O:15][S:27]([CH3:26])(=[O:29])=[O:28])[O:11][C:10]2=[O:16])[CH:5]=[CH:6][C:7]=1[I:8]. The yield is 0.975. The catalyst is C(Cl)Cl. (6) The reactants are [CH3:1][O:2][C:3]1[CH:4]=[CH:5][C:6]2[C:10]([O:11][C:12]3[CH:17]=[CH:16][C:15](/[CH:18]=[CH:19]/[C:20](=[O:22])[CH3:21])=[CH:14][CH:13]=3)=[CH:9][S:8][C:7]=2[CH:23]=1.I[C:25]1[CH:30]=[CH:29][CH:28]=[CH:27][C:26]=1[CH:31]([CH3:33])[CH3:32].CC(C)(C)C(O)=O.C(=O)([O-])[O-].[K+].[K+]. The catalyst is CC(N(C)C)=O. The product is [CH:31]([C:26]1[CH:27]=[CH:28][CH:29]=[CH:30][C:25]=1[C:9]1[S:8][C:7]2[CH:23]=[C:3]([O:2][CH3:1])[CH:4]=[CH:5][C:6]=2[C:10]=1[O:11][C:12]1[CH:13]=[CH:14][C:15](/[CH:18]=[CH:19]/[C:20](=[O:22])[CH3:21])=[CH:16][CH:17]=1)([CH3:33])[CH3:32]. The yield is 0.580. (7) The reactants are [Cl:1][C:2]1[CH:7]=[C:6]([Cl:8])[CH:5]=[CH:4][C:3]=1[C:9]1[N:10]([C:24]2[CH:29]=[CH:28][C:27]([OH:30])=[CH:26][CH:25]=2)[C:11]([CH3:23])=[C:12]([C:14]([NH:16][N:17]2[CH2:22][CH2:21][CH2:20][CH2:19][CH2:18]2)=[O:15])[N:13]=1.C(N(CC)CC)C.[S:38]1[CH:42]=[CH:41][CH:40]=[C:39]1[S:43](Cl)(=[O:45])=[O:44].O. The catalyst is ClCCl. The product is [S:38]1[CH:42]=[CH:41][CH:40]=[C:39]1[S:43]([O:30][C:27]1[CH:26]=[CH:25][C:24]([N:10]2[C:11]([CH3:23])=[C:12]([C:14]([NH:16][N:17]3[CH2:22][CH2:21][CH2:20][CH2:19][CH2:18]3)=[O:15])[N:13]=[C:9]2[C:3]2[CH:4]=[CH:5][C:6]([Cl:8])=[CH:7][C:2]=2[Cl:1])=[CH:29][CH:28]=1)(=[O:45])=[O:44]. The yield is 0.830.